From a dataset of Acute oral toxicity (LD50) regression data from Zhu et al.. Regression/Classification. Given a drug SMILES string, predict its toxicity properties. Task type varies by dataset: regression for continuous values (e.g., LD50, hERG inhibition percentage) or binary classification for toxic/non-toxic outcomes (e.g., AMES mutagenicity, cardiotoxicity, hepatotoxicity). Dataset: ld50_zhu. (1) The compound is CC1(C)CC(NCCC(=O)NC2CC(C)(C)NC(C)(C)C2)CC(C)(C)N1. The rat oral LD50 is 1.94, given as -log10 of the dose in mol/kg body weight (higher means more acutely toxic). (2) The molecule is CC1CN(C(=O)Cn2c(=O)sc3ccccc32)CC(C)O1. The rat oral LD50 is 2.28, given as -log10 of the dose in mol/kg body weight (higher means more acutely toxic). (3) The drug is CCC1CCC2CN(N=Cc3c4c(O)c5c(O)c(C)c6c(c5c3O)C(=O)C(C)(OC=CC(OC)C(C)C(OC(C)=O)C(C)C(O)C(C)C(O)C(C)C=CC=C(C)C(=O)N4)O6)CCN2C1. The rat oral LD50 is 2.39, given as -log10 of the dose in mol/kg body weight (higher means more acutely toxic). (4) The compound is Cc1ccccc1Cl. The rat oral LD50 is 1.51, given as -log10 of the dose in mol/kg body weight (higher means more acutely toxic).